The task is: Predict the reaction yield, written as a fraction of the theoretical maximum amount of product (1.0 means a 100% yield; for example, 0.34 means a 34% yield).. This data is from Reaction yield outcomes from USPTO patents with 853,638 reactions. (1) The product is [Cl:1][C:2]1[CH:7]=[CH:6][C:5]([C:8]2[N:9]([C:23]3[CH:28]=[CH:27][CH:26]=[CH:25][C:24]=3[F:29])[C:10]3[CH2:16][N:17]([CH:18]4[CH2:19][CH2:20][CH2:21][CH2:22]4)[C:13](=[O:14])[C:11]=3[N:12]=2)=[CH:4][CH:3]=1. The yield is 0.730. The reactants are [Cl:1][C:2]1[CH:7]=[CH:6][C:5]([C:8]2[N:9]([C:23]3[CH:28]=[CH:27][CH:26]=[CH:25][C:24]=3[F:29])[C:10]([CH2:16][NH:17][CH:18]3[CH2:22][CH2:21][CH2:20][CH2:19]3)=[C:11]([C:13](O)=[O:14])[N:12]=2)=[CH:4][CH:3]=1.C(Cl)CCl.C1C=NC2N(O)N=NC=2C=1.C(N(CC)CC)C. The catalyst is C(Cl)Cl. (2) The reactants are [CH:1]1([C:4]2[CH:9]=[CH:8][C:7]([CH2:10][C:11]([OH:13])=O)=[CH:6][CH:5]=2)[CH2:3][CH2:2]1.[CH2:14]([C@@H:21]1[CH2:25][O:24][C:23](=[O:26])[NH:22]1)[C:15]1[CH:20]=[CH:19][CH:18]=[CH:17][CH:16]=1.C(N(CC)CC)C.C(Cl)(=O)C(C)(C)C. The catalyst is C1(C)C=CC=CC=1. The product is [CH2:14]([C@@H:21]1[CH2:25][O:24][C:23](=[O:26])[N:22]1[C:11](=[O:13])[CH2:10][C:7]1[CH:6]=[CH:5][C:4]([CH:1]2[CH2:2][CH2:3]2)=[CH:9][CH:8]=1)[C:15]1[CH:16]=[CH:17][CH:18]=[CH:19][CH:20]=1. The yield is 0.640. (3) The reactants are [OH:1][C:2]1[CH:9]=[CH:8][C:5]([CH:6]=[O:7])=[CH:4][CH:3]=1.[C:10]([N:13]1[CH2:18][CH2:17][NH:16][CH2:15][CH2:14]1)(=[O:12])[CH3:11].[CH2:19]=O. The catalyst is CCO. The product is [C:10]([N:13]1[CH2:18][CH2:17][N:16]([CH2:19][C:3]2[CH:4]=[C:5]([CH:8]=[CH:9][C:2]=2[OH:1])[CH:6]=[O:7])[CH2:15][CH2:14]1)(=[O:12])[CH3:11]. The yield is 0.260. (4) The yield is 0.830. The reactants are C(OC([N:8]1[CH2:12][CH2:11][CH2:10][C@@H:9]1[CH2:13][O:14][C:15]1[CH:20]=[CH:19][C:18]([CH2:21][C:22]2[CH:27]=[CH:26][C:25]([C:28]3[S:29][CH:30]=[CH:31][N:32]=3)=[CH:24][CH:23]=2)=[CH:17][CH:16]=1)=O)(C)(C)C.[ClH:33].O1CCOCC1. The product is [ClH:33].[NH:8]1[CH2:12][CH2:11][CH2:10][C@@H:9]1[CH2:13][O:14][C:15]1[CH:20]=[CH:19][C:18]([CH2:21][C:22]2[CH:27]=[CH:26][C:25]([C:28]3[S:29][CH:30]=[CH:31][N:32]=3)=[CH:24][CH:23]=2)=[CH:17][CH:16]=1. No catalyst specified. (5) The reactants are FC(F)(F)C1C=C(NC(=O)NC2C=CC(C3SC(CCC(OC)=O)=NC=3)=CC=2)C=CC=1.[NH2:32][C:33]1[CH:38]=[CH:37][C:36]([C:39]2[S:43][C:42]([CH:44]3[CH2:49][CH2:48][CH:47]([C:50]([O:52][CH3:53])=[O:51])[CH2:46][CH2:45]3)=[N:41][CH:40]=2)=[CH:35][CH:34]=1.[Cl:54][C:55]1[CH:60]=[CH:59][CH:58]=[C:57]([CH3:61])[C:56]=1[N:62]=[C:63]=[O:64]. No catalyst specified. The product is [Cl:54][C:55]1[CH:60]=[CH:59][CH:58]=[C:57]([CH3:61])[C:56]=1[NH:62][C:63](=[O:64])[NH:32][C:33]1[CH:34]=[CH:35][C:36]([C:39]2[S:43][C:42]([CH:44]3[CH2:45][CH2:46][CH:47]([C:50]([O:52][CH3:53])=[O:51])[CH2:48][CH2:49]3)=[N:41][CH:40]=2)=[CH:37][CH:38]=1. The yield is 0.410. (6) The reactants are [C:1]1([CH2:7][OH:8])[CH:6]=[CH:5][CH:4]=[CH:3][CH:2]=1.C(N(CC)CC)C.[C:16](Cl)(=[O:20])[C:17]([CH3:19])=[CH2:18]. The catalyst is ClCCl. The product is [C:16]([O:8][CH2:7][C:1]1[CH:6]=[CH:5][CH:4]=[CH:3][CH:2]=1)(=[O:20])[C:17]([CH3:19])=[CH2:18]. The yield is 0.500.